Dataset: Reaction yield outcomes from USPTO patents with 853,638 reactions. Task: Predict the reaction yield, written as a fraction of the theoretical maximum amount of product (1.0 means a 100% yield; for example, 0.34 means a 34% yield). (1) The reactants are [NH2:1][C:2]1[C:3]([C:14]([O:16]C)=O)=[N:4][C:5]([C:8]2[CH:9]=[N:10][CH:11]=[CH:12][CH:13]=2)=[CH:6][N:7]=1.[NH2:18][NH2:19].CO. The catalyst is O. The product is [NH2:1][C:2]1[C:3]([C:14]([NH:18][NH2:19])=[O:16])=[N:4][C:5]([C:8]2[CH:9]=[N:10][CH:11]=[CH:12][CH:13]=2)=[CH:6][N:7]=1. The yield is 0.580. (2) The reactants are FC1C=C2C(C(I)=CN2S(C2C=CC=CC=2)(=O)=O)=CC=1.[CH3:21][N:22]1[C:26]([C:27]([F:30])([F:29])[F:28])=[C:25]([C:31]2[C:39]3[C:34](=[CH:35][CH:36]=[CH:37][CH:38]=3)[N:33](S(C3C=CC=CC=3)(=O)=O)[CH:32]=2)[CH:24]=[N:23]1. No catalyst specified. The product is [CH3:21][N:22]1[C:26]([C:27]([F:29])([F:30])[F:28])=[C:25]([C:31]2[C:39]3[C:34](=[CH:35][CH:36]=[CH:37][CH:38]=3)[NH:33][CH:32]=2)[CH:24]=[N:23]1. The yield is 0.570. (3) The reactants are Cl[C:2]1[C:11]2[C:6](=[CH:7][CH:8]=[CH:9][CH:10]=2)[N:5]=[CH:4][CH:3]=1.[CH3:12][O:13][C:14]1[CH:19]=[CH:18][C:17]([NH:20][CH3:21])=[CH:16][CH:15]=1. No catalyst specified. The product is [CH3:12][O:13][C:14]1[CH:19]=[CH:18][C:17]([N:20]([CH3:21])[C:2]2[C:11]3[C:6](=[CH:7][CH:8]=[CH:9][CH:10]=3)[N:5]=[CH:4][CH:3]=2)=[CH:16][CH:15]=1. The yield is 0.740. (4) The reactants are [CH2:1]1[CH2:5][NH:4][C@H:3]([CH2:6][C:7]([OH:9])=O)[CH2:2]1.[CH2:10](N(CC)CC)[CH3:11].CC(C(Cl)=O)C(Cl)=O.C(=O)([O-])O.[Na+]. The catalyst is ClCCl. The product is [CH2:2]1[C@@H:3]2[N:4]([CH2:10][CH2:11][C:7](=[O:9])[CH2:6]2)[CH2:5][CH2:1]1. The yield is 0.800. (5) The reactants are [Br:1][C:2]1[C:3]([F:10])=[CH:4][C:5]([F:9])=[C:6]([CH:8]=1)[NH2:7].C(N(CC)CC)C.[C:18](Cl)(=[O:22])[CH:19]([CH3:21])[CH3:20]. The catalyst is C1COCC1. The product is [Br:1][C:2]1[C:3]([F:10])=[CH:4][C:5]([F:9])=[C:6]([NH:7][C:18](=[O:22])[CH:19]([CH3:21])[CH3:20])[CH:8]=1. The yield is 0.940. (6) The reactants are CS(O[C@H:6]([CH3:23])[CH2:7][N:8]([CH2:19][C@@H:20]([NH2:22])[CH3:21])[C:9]([O:11][CH2:12][C:13]1[CH:18]=[CH:17][CH:16]=[CH:15][CH:14]=1)=[O:10])(=O)=O. The catalyst is CO. The product is [CH3:23][C@H:6]1[NH:22][C@H:20]([CH3:21])[CH2:19][N:8]([C:9]([O:11][CH2:12][C:13]2[CH:18]=[CH:17][CH:16]=[CH:15][CH:14]=2)=[O:10])[CH2:7]1. The yield is 1.00.